From a dataset of Merck oncology drug combination screen with 23,052 pairs across 39 cell lines. Regression. Given two drug SMILES strings and cell line genomic features, predict the synergy score measuring deviation from expected non-interaction effect. (1) Drug 1: CCN(CC)CCNC(=O)c1c(C)[nH]c(C=C2C(=O)Nc3ccc(F)cc32)c1C. Drug 2: Cn1c(=O)n(-c2ccc(C(C)(C)C#N)cc2)c2c3cc(-c4cnc5ccccc5c4)ccc3ncc21. Synergy scores: synergy=16.4. Cell line: ES2. (2) Drug 1: CS(=O)(=O)CCNCc1ccc(-c2ccc3ncnc(Nc4ccc(OCc5cccc(F)c5)c(Cl)c4)c3c2)o1. Drug 2: COC1=C2CC(C)CC(OC)C(O)C(C)C=C(C)C(OC(N)=O)C(OC)C=CC=C(C)C(=O)NC(=CC1=O)C2=O. Cell line: UWB1289BRCA1. Synergy scores: synergy=-18.6. (3) Drug 1: O=S1(=O)NC2(CN1CC(F)(F)F)C1CCC2Cc2cc(C=CCN3CCC(C(F)(F)F)CC3)ccc2C1. Drug 2: COC12C(COC(N)=O)C3=C(C(=O)C(C)=C(N)C3=O)N1CC1NC12. Cell line: NCIH520. Synergy scores: synergy=0.384. (4) Drug 1: CS(=O)(=O)CCNCc1ccc(-c2ccc3ncnc(Nc4ccc(OCc5cccc(F)c5)c(Cl)c4)c3c2)o1. Drug 2: O=C(NOCC(O)CO)c1ccc(F)c(F)c1Nc1ccc(I)cc1F. Cell line: DLD1. Synergy scores: synergy=46.6.